From a dataset of TCR-epitope binding with 47,182 pairs between 192 epitopes and 23,139 TCRs. Binary Classification. Given a T-cell receptor sequence (or CDR3 region) and an epitope sequence, predict whether binding occurs between them. The epitope is VLWAHGFEL. The TCR CDR3 sequence is CASSFSSTGTTEAFF. Result: 1 (the TCR binds to the epitope).